From a dataset of Forward reaction prediction with 1.9M reactions from USPTO patents (1976-2016). Predict the product of the given reaction. (1) Given the reactants [C:1]1([CH:7]([C:31]2[CH:36]=[CH:35][CH:34]=[CH:33][CH:32]=2)[CH2:8][CH2:9][O:10][C:11]([C:13]2[CH:18]([C:19]3[CH:24]=[CH:23][CH:22]=[C:21]([Cl:25])[CH:20]=3)[C:17]([C:26](O)=[O:27])=[C:16]([CH3:29])[NH:15][C:14]=2[CH3:30])=[O:12])[CH:6]=[CH:5][CH:4]=[CH:3][CH:2]=1.[C:37]([O:41][C:42]([N:44]1[CH2:49][CH2:48][NH:47][CH2:46][CH2:45]1)=[O:43])([CH3:40])([CH3:39])[CH3:38].CCN=C=NCCCN(C)C.Cl.Cl, predict the reaction product. The product is: [C:37]([O:41][C:42]([N:44]1[CH2:49][CH2:48][N:47]([C:26]([C:17]2[CH:18]([C:19]3[CH:24]=[CH:23][CH:22]=[C:21]([Cl:25])[CH:20]=3)[C:13]([C:11]([O:10][CH2:9][CH2:8][CH:7]([C:1]3[CH:6]=[CH:5][CH:4]=[CH:3][CH:2]=3)[C:31]3[CH:32]=[CH:33][CH:34]=[CH:35][CH:36]=3)=[O:12])=[C:14]([CH3:30])[NH:15][C:16]=2[CH3:29])=[O:27])[CH2:46][CH2:45]1)=[O:43])([CH3:40])([CH3:38])[CH3:39]. (2) The product is: [F:1][CH:2]([F:17])[C:3]1[NH:7][C:6]2[CH:8]=[C:9]([NH:14][C:18](=[O:19])[O:20][C:21]([CH3:24])([CH3:23])[CH3:22])[CH:10]=[C:11]([O:12][CH3:13])[C:5]=2[N:4]=1. Given the reactants [F:1][CH:2]([F:17])[C:3]1[NH:7][C:6]2[CH:8]=[C:9]([N+:14]([O-])=O)[CH:10]=[C:11]([O:12][CH3:13])[C:5]=2[N:4]=1.[C:18](O[C:18]([O:20][C:21]([CH3:24])([CH3:23])[CH3:22])=[O:19])([O:20][C:21]([CH3:24])([CH3:23])[CH3:22])=[O:19].[OH-].[Na+].CC(O)=O, predict the reaction product. (3) Given the reactants [F:1][C:2]1[CH:7]=[CH:6][C:5]([C@H:8]2[CH2:13][C@H:12]([OH:14])[CH2:11][CH2:10][N:9]2C(OC(C)(C)C)=O)=[CH:4][CH:3]=1.FC(F)(F)C(O)=O.ClCCl.FC(F)(F)C(O)=O, predict the reaction product. The product is: [F:1][C:2]1[CH:7]=[CH:6][C:5]([C@H:8]2[CH2:13][C@H:12]([OH:14])[CH2:11][CH2:10][NH:9]2)=[CH:4][CH:3]=1. (4) Given the reactants FC(F)(F)C([N:5]1[CH2:11][CH:10]([CH2:12]C)[C:9]2[CH:14]=[C:15]([Br:26])[C:16]([O:18][CH2:19][C:20]3[CH:25]=[CH:24][CH:23]=[CH:22][CH:21]=3)=[CH:17][C:8]=2[CH2:7][CH2:6]1)=O.[OH-].[Na+], predict the reaction product. The product is: [CH2:19]([O:18][C:16]1[C:15]([Br:26])=[CH:14][C:9]2[CH:10]([CH3:12])[CH2:11][NH:5][CH2:6][CH2:7][C:8]=2[CH:17]=1)[C:20]1[CH:21]=[CH:22][CH:23]=[CH:24][CH:25]=1.